Dataset: Forward reaction prediction with 1.9M reactions from USPTO patents (1976-2016). Task: Predict the product of the given reaction. Given the reactants [C:1]1([C:11]2[N:12]=[CH:13][NH:14][CH:15]=2)[C:10]2[C:5](=[CH:6][CH:7]=[CH:8][CH:9]=2)[CH2:4][CH2:3][CH:2]=1.[H][H], predict the reaction product. The product is: [CH:1]1([C:11]2[N:12]=[CH:13][NH:14][CH:15]=2)[C:10]2[C:5](=[CH:6][CH:7]=[CH:8][CH:9]=2)[CH2:4][CH2:3][CH2:2]1.